Dataset: Full USPTO retrosynthesis dataset with 1.9M reactions from patents (1976-2016). Task: Predict the reactants needed to synthesize the given product. (1) Given the product [CH3:25][C@@:26]12[C@@:34]([OH:39])([C:35]([CH2:37][O:38][C@@H:10]3[O:11][C@H:6]([CH2:5][OH:4])[C@@H:7]([OH:21])[C@H:8]([OH:17])[C@H:9]3[OH:13])=[O:36])[CH2:33][CH2:32][C@H:31]1[C@@H:30]1[CH2:40][CH2:41][C:42]3[C@@:48]([CH3:49])([C@H:29]1[C@@H:28]([OH:50])[CH2:27]2)[CH:47]=[CH:46][C:44](=[O:45])[CH:43]=3, predict the reactants needed to synthesize it. The reactants are: CC([O:4][CH2:5][C@H:6]1[O:11][C@H:10](Br)[C@H:9]([O:13]C(C)=O)[C@@H:8]([O:17]C(C)=O)[C@@H:7]1[O:21]C(C)=O)=O.[CH3:25][C@@:26]12[C@@:34]([OH:39])([C:35]([CH2:37][OH:38])=[O:36])[CH2:33][CH2:32][C@H:31]1[C@@H:30]1[CH2:40][CH2:41][C:42]3[C@@:48]([CH3:49])([C@H:29]1[C@@H:28]([OH:50])[CH2:27]2)[CH:47]=[CH:46][C:44](=[O:45])[CH:43]=3. (2) The reactants are: [CH3:1][O:2][CH2:3][N:4]1[C:8]2[CH:9]=[CH:10][C:11]([CH:13]([C:15]3[CH:19]=[CH:18][N:17]([C:20]4[N:25]=[CH:24][C:23]([CH:26]=[O:27])=[CH:22][CH:21]=4)[N:16]=3)[CH3:14])=[CH:12][C:7]=2[S:6][C:5]1=[O:28].[CH3:29][Mg]Br. Given the product [OH:27][CH:26]([C:23]1[CH:22]=[CH:21][C:20]([N:17]2[CH:18]=[CH:19][C:15]([CH:13]([C:11]3[CH:10]=[CH:9][C:8]4[N:4]([CH2:3][O:2][CH3:1])[C:5](=[O:28])[S:6][C:7]=4[CH:12]=3)[CH3:14])=[N:16]2)=[N:25][CH:24]=1)[CH3:29], predict the reactants needed to synthesize it. (3) Given the product [Cl:32][C:33]1[CH:34]=[C:35]([NH:45][C:2]2[N:7]=[C:6]([C:8]3[S:12][C:11]([NH:13][CH3:14])=[N:10][C:9]=3[C:15]3[CH:16]=[C:17]([NH:21][C:22](=[O:31])[C:23]4[C:24]([F:30])=[CH:25][CH:26]=[CH:27][C:28]=4[F:29])[CH:18]=[CH:19][CH:20]=3)[CH:5]=[CH:4][N:3]=2)[CH:36]=[CH:37][C:38]=1[O:39][CH2:40][CH2:41][N:42]([CH3:43])[CH3:44], predict the reactants needed to synthesize it. The reactants are: Cl[C:2]1[N:7]=[C:6]([C:8]2[S:12][C:11]([NH:13][CH3:14])=[N:10][C:9]=2[C:15]2[CH:16]=[C:17]([NH:21][C:22](=[O:31])[C:23]3[C:28]([F:29])=[CH:27][CH:26]=[CH:25][C:24]=3[F:30])[CH:18]=[CH:19][CH:20]=2)[CH:5]=[CH:4][N:3]=1.[Cl:32][C:33]1[CH:34]=[C:35]([NH2:45])[CH:36]=[CH:37][C:38]=1[O:39][CH2:40][CH2:41][N:42]([CH3:44])[CH3:43]. (4) Given the product [CH3:1][O:2][C:3](=[O:22])[CH:4]([NH:12][C:13]([C:14]1[CH:19]=[CH:18][C:17]([C:34]2[CH:35]=[CH:36][C:31]([O:30][CH2:23][C:24]3[CH:25]=[CH:26][CH:27]=[CH:28][CH:29]=3)=[C:32]([F:40])[CH:33]=2)=[CH:16][CH:15]=1)=[O:21])[CH2:5][C:6]1[CH:11]=[CH:10][CH:9]=[CH:8][CH:7]=1, predict the reactants needed to synthesize it. The reactants are: [CH3:1][O:2][C:3](=[O:22])[CH:4]([NH:12][C:13](=[O:21])[C:14]1[CH:19]=[CH:18][C:17](I)=[CH:16][CH:15]=1)[CH2:5][C:6]1[CH:11]=[CH:10][CH:9]=[CH:8][CH:7]=1.[CH2:23]([O:30][C:31]1[CH:36]=[CH:35][C:34](B(O)O)=[CH:33][C:32]=1[F:40])[C:24]1[CH:29]=[CH:28][CH:27]=[CH:26][CH:25]=1.C(=O)([O-])[O-].[Na+].[Na+]. (5) The reactants are: [OH:1][C:2]1[CH:7]=[C:6]([OH:8])[C:5]([CH:9]([CH3:11])[CH3:10])=[CH:4][C:3]=1[C:12]([N:14]1[CH2:22][C:21]2[C:16](=[CH:17][CH:18]=[C:19]([CH2:23][N:24]3[CH2:29][CH2:28][N:27]([CH3:30])[CH2:26][CH2:25]3)[CH:20]=2)[CH2:15]1)=[O:13].[C:31]([OH:36])(=[O:35])[C@H:32]([CH3:34])[OH:33]. Given the product [C:31]([OH:36])(=[O:35])[C@H:32]([CH3:34])[OH:33].[OH:1][C:2]1[CH:7]=[C:6]([OH:8])[C:5]([CH:9]([CH3:10])[CH3:11])=[CH:4][C:3]=1[C:12]([N:14]1[CH2:22][C:21]2[C:16](=[CH:17][CH:18]=[C:19]([CH2:23][N:24]3[CH2:29][CH2:28][N:27]([CH3:30])[CH2:26][CH2:25]3)[CH:20]=2)[CH2:15]1)=[O:13], predict the reactants needed to synthesize it.